The task is: Predict which catalyst facilitates the given reaction.. This data is from Catalyst prediction with 721,799 reactions and 888 catalyst types from USPTO. (1) Reactant: [N:1]([CH2:4][CH2:5][O:6][CH2:7][CH2:8][O:9][CH2:10][CH2:11][O:12][CH2:13][CH2:14][O:15][CH2:16][CH2:17][O:18][CH2:19][CH2:20][O:21][CH2:22][CH2:23][O:24][CH2:25][CH2:26][O:27][CH2:28][CH2:29][O:30][CH2:31][CH2:32][O:33][CH2:34][CH2:35][O:36][CH2:37][CH2:38][NH:39][C:40](=[O:70])[CH2:41][CH2:42][CH2:43][NH:44][C:45](=[O:69])[CH2:46][CH2:47][CH2:48][CH2:49][CH2:50][CH2:51][CH2:52][CH2:53][CH2:54][CH2:55][CH2:56][CH2:57][CH2:58][CH2:59][CH2:60][CH2:61][C:62]([O:64]C(C)(C)C)=[O:63])=[N+:2]=[N-:3].C(O)(C(F)(F)F)=O. Product: [N:1]([CH2:4][CH2:5][O:6][CH2:7][CH2:8][O:9][CH2:10][CH2:11][O:12][CH2:13][CH2:14][O:15][CH2:16][CH2:17][O:18][CH2:19][CH2:20][O:21][CH2:22][CH2:23][O:24][CH2:25][CH2:26][O:27][CH2:28][CH2:29][O:30][CH2:31][CH2:32][O:33][CH2:34][CH2:35][O:36][CH2:37][CH2:38][NH:39][C:40](=[O:70])[CH2:41][CH2:42][CH2:43][NH:44][C:45](=[O:69])[CH2:46][CH2:47][CH2:48][CH2:49][CH2:50][CH2:51][CH2:52][CH2:53][CH2:54][CH2:55][CH2:56][CH2:57][CH2:58][CH2:59][CH2:60][CH2:61][C:62]([OH:64])=[O:63])=[N+:2]=[N-:3]. The catalyst class is: 2. (2) Reactant: [F:1][C:2]([F:22])([F:21])[O:3][C:4]1[CH:20]=[CH:19][C:7]([CH2:8][C:9]2[O:13][N:12]=[C:11]([C:14]([O:16]CC)=[O:15])[CH:10]=2)=[CH:6][CH:5]=1.C(O)C.[OH-].[Na+]. Product: [F:22][C:2]([F:1])([F:21])[O:3][C:4]1[CH:20]=[CH:19][C:7]([CH2:8][C:9]2[O:13][N:12]=[C:11]([C:14]([OH:16])=[O:15])[CH:10]=2)=[CH:6][CH:5]=1. The catalyst class is: 6.